This data is from Catalyst prediction with 721,799 reactions and 888 catalyst types from USPTO. The task is: Predict which catalyst facilitates the given reaction. Product: [ClH:1].[NH2:27][C@@H:23]([CH2:24][CH2:25][CH3:26])[C:22]([NH:21][C:19]1[S:20][C:16]([C:11]2[CH:12]=[CH:13][CH:14]=[CH:15][C:10]=2[CH2:9][O:2][C:3]2[CH:8]=[CH:7][CH:6]=[CH:5][CH:4]=2)=[CH:17][N:18]=1)=[O:35]. The catalyst class is: 13. Reactant: [ClH:1].[O:2]([CH2:9][C:10]1[CH:15]=[CH:14][CH:13]=[CH:12][C:11]=1[C:16]1[S:20][C:19]([NH:21][C:22](=[O:35])[C@@H:23]([NH:27]C(=O)OC(C)(C)C)[CH2:24][CH2:25][CH3:26])=[N:18][CH:17]=1)[C:3]1[CH:8]=[CH:7][CH:6]=[CH:5][CH:4]=1.